From a dataset of Reaction yield outcomes from USPTO patents with 853,638 reactions. Predict the reaction yield, written as a fraction of the theoretical maximum amount of product (1.0 means a 100% yield; for example, 0.34 means a 34% yield). (1) The reactants are O[C:2]1[CH:3]=[C:4]([C:13]([O:15][CH2:16][CH3:17])=[O:14])[CH:5]=[C:6]([CH:12]=1)[C:7]([O:9][CH2:10][CH3:11])=[O:8].O=[N+]([O-])[O-].[O-][N+](=O)[O-].[O-][N+](=O)[O-].[O-][N+](=O)[O-].[O-][N+](=O)[O-].[O-][N+](=O)[O-].[Ce+4].[NH4+].[NH4+].C[C:46](O)=[O:47]. The catalyst is O. The product is [CH:46]([C:2]1[CH:3]=[C:4]([C:13]([O:15][CH2:16][CH3:17])=[O:14])[CH:5]=[C:6]([CH:12]=1)[C:7]([O:9][CH2:10][CH3:11])=[O:8])=[O:47]. The yield is 0.990. (2) The reactants are [Br:1][C:2]1[CH:3]=[C:4]([C:8]2[CH2:9][CH2:10][O:11][CH2:12][CH:13]=2)[CH:5]=[CH:6][CH:7]=1.[CH2:14]=[O:15].[Cl-].C[Al+]C. The product is [Br:1][C:2]1[CH:3]=[C:4]([C:8]2[CH:13]([CH2:14][OH:15])[CH2:12][O:11][CH2:10][CH:9]=2)[CH:5]=[CH:6][CH:7]=1. The yield is 0.530. The catalyst is C(Cl)Cl.